From a dataset of Forward reaction prediction with 1.9M reactions from USPTO patents (1976-2016). Predict the product of the given reaction. (1) Given the reactants N1C=CC=CC=1.[F:7][C:8]1[CH:13]=[CH:12][C:11]([C:14](=[O:32])[CH2:15][NH:16][C:17]([CH:19]2[CH2:24][CH2:23][CH2:22][N:21]([C:25]([O:27][C:28]([CH3:31])([CH3:30])[CH3:29])=[O:26])[CH2:20]2)=O)=[CH:10][CH:9]=1.FC(F)(F)S(OS(C(F)(F)F)(=O)=O)(=O)=O, predict the reaction product. The product is: [F:7][C:8]1[CH:13]=[CH:12][C:11]([C:14]2[O:32][C:17]([CH:19]3[CH2:24][CH2:23][CH2:22][N:21]([C:25]([O:27][C:28]([CH3:29])([CH3:30])[CH3:31])=[O:26])[CH2:20]3)=[N:16][CH:15]=2)=[CH:10][CH:9]=1. (2) Given the reactants C([O:5][C:6](=[O:45])[CH2:7][N:8](C(OC(C)(C)C)=O)[C:9]1[CH:14]=[CH:13][CH:12]=[C:11]([CH:15]([S:29]([C:32]2[CH:37]=[CH:36][CH:35]=[CH:34][N:33]=2)(=[O:31])=[O:30])[NH:16][CH2:17][C:18]2[CH:23]=[CH:22][C:21]([C:24]3[N:25]=[CH:26][S:27][CH:28]=3)=[CH:20][CH:19]=2)[N:10]=1)(C)(C)C.C(OC(=O)CN(C(OC(C)(C)C)=O)C1C=CC=C(C(S(C2C=CC=CN=2)(=O)=O)NCC2C=CC(C3SC=CN=3)=CC=2)N=1)(C)(C)C, predict the reaction product. The product is: [N:33]1[CH:34]=[CH:35][CH:36]=[CH:37][C:32]=1[S:29]([CH:15]([NH:16][CH2:17][C:18]1[CH:23]=[CH:22][C:21]([C:24]2[N:25]=[CH:26][S:27][CH:28]=2)=[CH:20][CH:19]=1)[C:11]1[N:10]=[C:9]([NH:8][CH2:7][C:6]([OH:45])=[O:5])[CH:14]=[CH:13][CH:12]=1)(=[O:31])=[O:30]. (3) Given the reactants [CH2:1]([N:5]1[C:14]2[C:9](=[CH:10][CH:11]=[CH:12][N:13]=2)[C:8]([C:15]2[CH:20]=[CH:19][CH:18]=[C:17]([O:21][CH3:22])[CH:16]=2)=[C:7]([C:23]([O:25]CC)=O)[C:6]1=[O:28])[CH2:2][CH2:3][CH3:4].C([NH2:31])=O.C[O-].[Na+].CO, predict the reaction product. The product is: [CH2:1]([N:5]1[C:14]2[C:9](=[CH:10][CH:11]=[CH:12][N:13]=2)[C:8]([C:15]2[CH:20]=[CH:19][CH:18]=[C:17]([O:21][CH3:22])[CH:16]=2)=[C:7]([C:23](=[O:25])[NH2:31])[C:6]1=[O:28])[CH2:2][CH2:3][CH3:4]. (4) Given the reactants [Cl:1][C:2]1[CH:3]=[CH:4][C:5]([O:25][CH2:26][C:27]2[CH:32]=[CH:31][CH:30]=[CH:29][CH:28]=2)=[C:6]([C:8]2[CH:12]=[CH:11][S:10][C:9]=2[C:13]2[CH:14]=[C:15]([CH:19]([OH:24])[C:20]([F:23])([F:22])[F:21])[CH:16]=[N:17][CH:18]=2)[CH:7]=1, predict the reaction product. The product is: [Cl:1][C:2]1[CH:3]=[CH:4][C:5]([O:25][CH2:26][C:27]2[CH:28]=[CH:29][CH:30]=[CH:31][CH:32]=2)=[C:6]([C:8]2[CH:12]=[CH:11][S:10][C:9]=2[C:13]2[CH:14]=[C:15]([C:19](=[O:24])[C:20]([F:22])([F:23])[F:21])[CH:16]=[N:17][CH:18]=2)[CH:7]=1. (5) Given the reactants [I:1][C:2]1[CH:3]=[C:4]([CH:8]=[CH:9][CH:10]=1)[C:5]([OH:7])=O.[F:11][C:12]1([F:18])[CH2:17][CH2:16][NH:15][CH2:14][CH2:13]1.CN(C(ON1N=NC2C=CC=NC1=2)=[N+](C)C)C.F[P-](F)(F)(F)(F)F.C(N(C(C)C)CC)(C)C, predict the reaction product. The product is: [F:11][C:12]1([F:18])[CH2:17][CH2:16][N:15]([C:5]([C:4]2[CH:8]=[CH:9][CH:10]=[C:2]([I:1])[CH:3]=2)=[O:7])[CH2:14][CH2:13]1. (6) The product is: [CH2:1]([O:8][C:9]([NH:11][C@@H:12]([C:19]1[CH:20]=[C:21]([NH:25][C:26]([O:28][CH2:29][CH2:30][C:31]2[CH:36]=[CH:35][C:34]([CH:69]([NH:41][C:42]3[CH:43]=[C:44]4[C:49](=[CH:50][CH:51]=3)[C:48]([N:52]([C:53]([O:55][C:56]([CH3:57])([CH3:58])[CH3:59])=[O:54])[C:60]([O:62][C:63]([CH3:66])([CH3:65])[CH3:64])=[O:61])=[N:47][CH:46]=[CH:45]4)[C:68]([OH:72])=[O:71])=[CH:33][C:32]=2[CH3:40])=[O:27])[CH:22]=[CH:23][CH:24]=1)[CH2:13][C:14]([O:16][CH2:17][CH3:18])=[O:15])=[O:10])[C:2]1[CH:7]=[CH:6][CH:5]=[CH:4][CH:3]=1. Given the reactants [CH2:1]([O:8][C:9]([NH:11][C@@H:12]([C:19]1[CH:20]=[C:21]([NH:25][C:26]([O:28][CH2:29][CH2:30][C:31]2[CH:36]=[CH:35][C:34](B(O)O)=[CH:33][C:32]=2[CH3:40])=[O:27])[CH:22]=[CH:23][CH:24]=1)[CH2:13][C:14]([O:16][CH2:17][CH3:18])=[O:15])=[O:10])[C:2]1[CH:7]=[CH:6][CH:5]=[CH:4][CH:3]=1.[NH2:41][C:42]1[CH:43]=[C:44]2[C:49](=[CH:50][CH:51]=1)[C:48]([N:52]([C:60]([O:62][C:63]([CH3:66])([CH3:65])[CH3:64])=[O:61])[C:53]([O:55][C:56]([CH3:59])([CH3:58])[CH3:57])=[O:54])=[N:47][CH:46]=[CH:45]2.O.[C:68]([OH:72])(=[O:71])[CH:69]=O, predict the reaction product. (7) The product is: [CH2:14]([O:7][C:6]([CH:1]1[CH2:5][CH:4]=[CH:3][CH2:2]1)=[O:8])[CH3:15]. Given the reactants [CH:1]1([C:6]([OH:8])=[O:7])[CH2:5][CH:4]=[CH:3][CH2:2]1.S(Cl)(Cl)=O.O.[CH2:14](O)[CH3:15], predict the reaction product. (8) Given the reactants [CH:1]1([C:7]2[CH:37]=[CH:36][C:10]([CH2:11][O:12][C:13]3[CH:18]=[CH:17][C:16]([C:19]4[N:20]=[C:21]([N:24]([CH2:26][C:27]5[CH:35]=[CH:34][C:30]([C:31]([OH:33])=[O:32])=[CH:29][CH:28]=5)[CH3:25])[S:22][CH:23]=4)=[CH:15][CH:14]=3)=[CH:9][CH:8]=2)[CH2:6][CH2:5][CH2:4][CH2:3][CH2:2]1.[OH-].[K+:39], predict the reaction product. The product is: [CH:1]1([C:7]2[CH:37]=[CH:36][C:10]([CH2:11][O:12][C:13]3[CH:18]=[CH:17][C:16]([C:19]4[N:20]=[C:21]([N:24]([CH2:26][C:27]5[CH:28]=[CH:29][C:30]([C:31]([O-:33])=[O:32])=[CH:34][CH:35]=5)[CH3:25])[S:22][CH:23]=4)=[CH:15][CH:14]=3)=[CH:9][CH:8]=2)[CH2:6][CH2:5][CH2:4][CH2:3][CH2:2]1.[K+:39].